Task: Predict the product of the given reaction.. Dataset: Forward reaction prediction with 1.9M reactions from USPTO patents (1976-2016) (1) The product is: [ClH:35].[F:34][CH:2]([F:1])[O:3][C:4]1[CH:5]=[CH:6][C:7]([C:10]2[C:15]([F:16])=[CH:14][N:13]=[C:12]([CH2:17][NH:18][C:19]([C@@H:21]3[CH2:25][C@@H:24]([F:26])[CH2:23][NH:22]3)=[O:20])[CH:11]=2)=[CH:8][CH:9]=1. Given the reactants [F:1][CH:2]([F:34])[O:3][C:4]1[CH:9]=[CH:8][C:7]([C:10]2[C:15]([F:16])=[CH:14][N:13]=[C:12]([CH2:17][NH:18][C:19]([C@@H:21]3[CH2:25][C@@H:24]([F:26])[CH2:23][N:22]3C(OC(C)(C)C)=O)=[O:20])[CH:11]=2)=[CH:6][CH:5]=1.[ClH:35], predict the reaction product. (2) Given the reactants [CH2:1]([O:3][C:4]1[CH:5]=[C:6]2[C:11](=[CH:12][CH:13]=1)[C:10]([N:14]=CC1C=CC=CC=1)=[CH:9][CH:8]=[CH:7]2)[CH3:2], predict the reaction product. The product is: [CH2:1]([O:3][C:4]1[CH:5]=[C:6]2[C:11](=[CH:12][CH:13]=1)[C:10]([NH2:14])=[CH:9][CH:8]=[CH:7]2)[CH3:2]. (3) Given the reactants [Cl:1][C:2]1[CH:7]=[CH:6][C:5]([CH2:8][CH2:9][NH:10][C:11]([C:13]2[N:14]=[N:15][C:16](Cl)=[CH:17][CH:18]=2)=[O:12])=[CH:4][CH:3]=1.[N:20]1([C:26]([C:28]2[CH:33]=[CH:32][CH:31]=[CH:30][C:29]=2[C:34]([F:37])([F:36])[F:35])=[O:27])[CH2:25][CH2:24][NH:23][CH2:22][CH2:21]1, predict the reaction product. The product is: [Cl:1][C:2]1[CH:7]=[CH:6][C:5]([CH2:8][CH2:9][NH:10][C:11]([C:13]2[N:14]=[N:15][C:16]([N:23]3[CH2:24][CH2:25][N:20]([C:26](=[O:27])[C:28]4[CH:33]=[CH:32][CH:31]=[CH:30][C:29]=4[C:34]([F:37])([F:35])[F:36])[CH2:21][CH2:22]3)=[CH:17][CH:18]=2)=[O:12])=[CH:4][CH:3]=1. (4) Given the reactants [Br:1]C1C=C(OC)C(N2CCN(C)CC2)=NC=1.[O:17]([C:19]1[CH:24]=[CH:23][N:22]=[C:21]([N:25]2[CH2:30][CH2:29][N:28]([C:31]([O:33][C:34]([CH3:37])([CH3:36])[CH3:35])=[O:32])[CH2:27][CH2:26]2)[CH:20]=1)[CH3:18], predict the reaction product. The product is: [Br:1][C:24]1[C:19]([O:17][CH3:18])=[CH:20][C:21]([N:25]2[CH2:30][CH2:29][N:28]([C:31]([O:33][C:34]([CH3:37])([CH3:36])[CH3:35])=[O:32])[CH2:27][CH2:26]2)=[N:22][CH:23]=1. (5) Given the reactants [Br:1][C:2]1[CH:9]=[CH:8][CH:7]=[CH:6][C:3]=1[NH:4][CH3:5].C(N(C(C)C)CC)(C)C.Cl[C:20]([O:22][CH3:23])=[O:21], predict the reaction product. The product is: [Br:1][C:2]1[CH:9]=[CH:8][CH:7]=[CH:6][C:3]=1[N:4]([CH3:5])[C:20](=[O:21])[O:22][CH3:23]. (6) The product is: [F:19][C:14]1[CH:13]=[C:12]([C:7]2[CH:8]=[N:9][C:10]3[C:5]([N:6]=2)=[C:4]([C:20]([NH:22][CH2:23][C:24]([OH:26])=[O:25])=[O:21])[C:3]([OH:29])=[C:2]([C:34]2[CH:35]=[CH:36][C:31]([F:30])=[CH:32][CH:33]=2)[CH:11]=3)[CH:17]=[CH:16][C:15]=1[F:18]. Given the reactants Br[C:2]1[CH:11]=[C:10]2[C:5]([N:6]=[C:7]([C:12]3[CH:17]=[CH:16][C:15]([F:18])=[C:14]([F:19])[CH:13]=3)[CH:8]=[N:9]2)=[C:4]([C:20]([NH:22][CH2:23][C:24]([O:26]CC)=[O:25])=[O:21])[C:3]=1[OH:29].[F:30][C:31]1[CH:36]=[CH:35][C:34](B(O)O)=[CH:33][CH:32]=1.C(=O)([O-])[O-].[K+].[K+].[OH-].[Na+], predict the reaction product. (7) Given the reactants [Br:1][C:2]1[C:3](/[CH:16]=[C:17](\[CH3:23])/[C:18]([O:20]CC)=[O:19])=[C:4]([O:14][CH3:15])[C:5]2[C:10]([C:11]=1[O:12][CH3:13])=[CH:9][CH:8]=[CH:7][CH:6]=2.COC1C2C(=CC=CC=2)C(OC)=CC=1/C=C(\C)/C(O)=O, predict the reaction product. The product is: [Br:1][C:2]1[C:3](/[CH:16]=[C:17](\[CH3:23])/[C:18]([OH:20])=[O:19])=[C:4]([O:14][CH3:15])[C:5]2[C:10]([C:11]=1[O:12][CH3:13])=[CH:9][CH:8]=[CH:7][CH:6]=2.